From a dataset of CYP2D6 inhibition data for predicting drug metabolism from PubChem BioAssay. Regression/Classification. Given a drug SMILES string, predict its absorption, distribution, metabolism, or excretion properties. Task type varies by dataset: regression for continuous measurements (e.g., permeability, clearance, half-life) or binary classification for categorical outcomes (e.g., BBB penetration, CYP inhibition). Dataset: cyp2d6_veith. (1) The molecule is CCn1c(SCC(=O)NC2CCCc3ccccc32)nnc1-c1cccs1. The result is 0 (non-inhibitor). (2) The compound is O=C(CN1C(=O)c2cccc3cccc(c23)C1=O)N1CCCCCC1. The result is 0 (non-inhibitor). (3) The compound is COC(=O)C1=C(C)NC(C)=C(C(=O)OCCN(C)Cc2ccccc2)[C@@H]1c1cccc([N+](=O)[O-])c1. The result is 1 (inhibitor). (4) The molecule is CCOc1ccccc1/C=N/NC(=O)Cc1csc(Nc2cccc(C(F)(F)F)c2)n1. The result is 1 (inhibitor). (5) The result is 0 (non-inhibitor). The molecule is CCOC(=O)CSc1cc(=O)n(C)c2cc(Cl)ccc12. (6) The drug is COc1ccc(COC(=O)N/N=C2/C[C@@H](O)[C@@H](O)[C@H]3[C@@H]2CC[C@@H]2C(=O)N(Cc4ccccc4)C(=O)[C@H]23)cc1. The result is 0 (non-inhibitor). (7) The molecule is COc1cc(-c2nnc(SCC3(c4ccccc4)OCCO3)o2)cc(OC)c1OC. The result is 0 (non-inhibitor).